This data is from NCI-60 drug combinations with 297,098 pairs across 59 cell lines. The task is: Regression. Given two drug SMILES strings and cell line genomic features, predict the synergy score measuring deviation from expected non-interaction effect. (1) Drug 1: C1=NC2=C(N=C(N=C2N1C3C(C(C(O3)CO)O)O)F)N. Drug 2: CN1C(=O)N2C=NC(=C2N=N1)C(=O)N. Cell line: COLO 205. Synergy scores: CSS=34.7, Synergy_ZIP=3.77, Synergy_Bliss=5.83, Synergy_Loewe=-10.4, Synergy_HSA=2.61. (2) Drug 1: CS(=O)(=O)CCNCC1=CC=C(O1)C2=CC3=C(C=C2)N=CN=C3NC4=CC(=C(C=C4)OCC5=CC(=CC=C5)F)Cl. Drug 2: C(CN)CNCCSP(=O)(O)O. Cell line: SN12C. Synergy scores: CSS=-0.180, Synergy_ZIP=-0.304, Synergy_Bliss=-1.59, Synergy_Loewe=-5.42, Synergy_HSA=-3.49. (3) Cell line: COLO 205. Synergy scores: CSS=43.3, Synergy_ZIP=1.01, Synergy_Bliss=-2.33, Synergy_Loewe=-4.16, Synergy_HSA=-3.87. Drug 1: CC12CCC3C(C1CCC2=O)CC(=C)C4=CC(=O)C=CC34C. Drug 2: COCCOC1=C(C=C2C(=C1)C(=NC=N2)NC3=CC=CC(=C3)C#C)OCCOC.Cl. (4) Drug 1: CC1=CC2C(CCC3(C2CCC3(C(=O)C)OC(=O)C)C)C4(C1=CC(=O)CC4)C. Drug 2: C1=CC=C(C=C1)NC(=O)CCCCCCC(=O)NO. Cell line: A498. Synergy scores: CSS=8.49, Synergy_ZIP=-3.46, Synergy_Bliss=0.212, Synergy_Loewe=0.436, Synergy_HSA=0.486.